This data is from CYP2D6 inhibition data for predicting drug metabolism from PubChem BioAssay. The task is: Regression/Classification. Given a drug SMILES string, predict its absorption, distribution, metabolism, or excretion properties. Task type varies by dataset: regression for continuous measurements (e.g., permeability, clearance, half-life) or binary classification for categorical outcomes (e.g., BBB penetration, CYP inhibition). Dataset: cyp2d6_veith. The drug is O=C1NCCN1Cc1cccc(Cl)c1. The result is 0 (non-inhibitor).